This data is from Merck oncology drug combination screen with 23,052 pairs across 39 cell lines. The task is: Regression. Given two drug SMILES strings and cell line genomic features, predict the synergy score measuring deviation from expected non-interaction effect. (1) Drug 1: CN1C(=O)C=CC2(C)C3CCC4(C)C(NC(=O)OCC(F)(F)F)CCC4C3CCC12. Drug 2: COc1cc(C2c3cc4c(cc3C(OC3OC5COC(C)OC5C(O)C3O)C3COC(=O)C23)OCO4)cc(OC)c1O. Cell line: EFM192B. Synergy scores: synergy=7.90. (2) Drug 1: COC12C(COC(N)=O)C3=C(C(=O)C(C)=C(N)C3=O)N1CC1NC12. Drug 2: C=CCn1c(=O)c2cnc(Nc3ccc(N4CCN(C)CC4)cc3)nc2n1-c1cccc(C(C)(C)O)n1. Cell line: MSTO. Synergy scores: synergy=9.51. (3) Drug 1: N.N.O=C(O)C1(C(=O)O)CCC1.[Pt]. Drug 2: COC1=C2CC(C)CC(OC)C(O)C(C)C=C(C)C(OC(N)=O)C(OC)C=CC=C(C)C(=O)NC(=CC1=O)C2=O. Cell line: ES2. Synergy scores: synergy=8.05. (4) Drug 1: O=S1(=O)NC2(CN1CC(F)(F)F)C1CCC2Cc2cc(C=CCN3CCC(C(F)(F)F)CC3)ccc2C1. Drug 2: N.N.O=C(O)C1(C(=O)O)CCC1.[Pt]. Cell line: OVCAR3. Synergy scores: synergy=-2.89. (5) Drug 1: NC1(c2ccc(-c3nc4ccn5c(=O)[nH]nc5c4cc3-c3ccccc3)cc2)CCC1. Drug 2: O=C(NOCC(O)CO)c1ccc(F)c(F)c1Nc1ccc(I)cc1F. Cell line: T47D. Synergy scores: synergy=21.6. (6) Drug 1: CCC1(O)CC2CN(CCc3c([nH]c4ccccc34)C(C(=O)OC)(c3cc4c(cc3OC)N(C)C3C(O)(C(=O)OC)C(OC(C)=O)C5(CC)C=CCN6CCC43C65)C2)C1. Drug 2: O=C(CCCCCCC(=O)Nc1ccccc1)NO. Cell line: MDAMB436. Synergy scores: synergy=-16.0.